Dataset: Full USPTO retrosynthesis dataset with 1.9M reactions from patents (1976-2016). Task: Predict the reactants needed to synthesize the given product. (1) Given the product [NH:27]1[C:35]2=[N:34][CH:33]=[CH:32][CH:31]=[C:30]2[C:29]([CH:36]=[C:17]2[O:16][C:15]([NH:14][C:11]3[CH:12]=[CH:13][C:8]([O:7][CH2:6][CH2:5][O:4][CH2:3][CH2:2][OH:1])=[CH:9][C:10]=3[CH3:26])=[C:19]([C:20]([O:22][CH2:23][CH3:24])=[O:21])[C:18]2=[O:25])=[CH:28]1, predict the reactants needed to synthesize it. The reactants are: [OH:1][CH2:2][CH2:3][O:4][CH2:5][CH2:6][O:7][C:8]1[CH:13]=[CH:12][C:11]([NH:14][C:15]2[O:16][CH2:17][C:18](=[O:25])[C:19]=2[C:20]([O:22][CH2:23][CH3:24])=[O:21])=[C:10]([CH3:26])[CH:9]=1.[NH:27]1[C:35]2[C:30](=[CH:31][CH:32]=[CH:33][N:34]=2)[C:29]([CH:36]=O)=[CH:28]1.N1CCC[C@H]1C(O)=O. (2) The reactants are: [CH3:1][O:2][C:3]1[CH:8]=[CH:7][CH:6]=[CH:5][C:4]=1[N:9]1[CH2:14][CH2:13][N:12]([CH2:15][C@H:16]([NH2:24])[CH2:17][C:18]2[CH:23]=[CH:22][CH:21]=[CH:20][N:19]=2)[CH2:11][CH2:10]1.C(N(CC)CC)C.[CH3:32][C:33]1([C:39](Cl)=[O:40])[CH2:38][CH2:37][CH2:36][CH2:35][CH2:34]1. Given the product [CH3:1][O:2][C:3]1[CH:8]=[CH:7][CH:6]=[CH:5][C:4]=1[N:9]1[CH2:14][CH2:13][N:12]([CH2:15][C@H:16]([NH:24][C:39]([C:33]2([CH3:32])[CH2:38][CH2:37][CH2:36][CH2:35][CH2:34]2)=[O:40])[CH2:17][C:18]2[CH:23]=[CH:22][CH:21]=[CH:20][N:19]=2)[CH2:11][CH2:10]1, predict the reactants needed to synthesize it. (3) The reactants are: [N+:1]([C:4]1[CH:12]=[C:11]2[C:7]([CH:8]=[N:9][NH:10]2)=[CH:6][CH:5]=1)([O-:3])=[O:2].C(=O)([O-])[O-].[K+].[K+].Cl.[CH3:20][N:21]([CH3:25])[CH2:22][CH2:23]Cl. Given the product [CH3:20][N:21]([CH3:25])[CH2:22][CH2:23][N:10]1[C:11]2[C:7](=[CH:6][CH:5]=[C:4]([N+:1]([O-:3])=[O:2])[CH:12]=2)[CH:8]=[N:9]1, predict the reactants needed to synthesize it. (4) The reactants are: [C:1]([O:5][C:6]([N:8]1[CH2:12][CH2:11][CH:10]([OH:13])[CH2:9]1)=[O:7])([CH3:4])([CH3:3])[CH3:2].C(N(C(C)C)CC)(C)C.[CH3:23][S:24](Cl)(=[O:26])=[O:25]. Given the product [C:1]([O:5][C:6]([N:8]1[CH2:12][CH2:11][CH:10]([O:13][S:24]([CH3:23])(=[O:26])=[O:25])[CH2:9]1)=[O:7])([CH3:4])([CH3:2])[CH3:3], predict the reactants needed to synthesize it. (5) Given the product [C:48]([N:45]1[CH2:44][CH2:43][N:42]([C:39]2[CH:40]=[CH:41][C:36]([NH:35][C:11]3[N:16]=[C:15]([NH:17][CH2:18][CH:19]4[CH2:20][CH2:21][N:22]([C:25]([O:27][C:28]([CH3:31])([CH3:29])[CH3:30])=[O:26])[CH2:23][CH2:24]4)[C:14]([C:32](=[O:34])[NH2:33])=[CH:13][N:12]=3)=[CH:37][CH:38]=2)[CH2:47][CH2:46]1)(=[O:50])[CH3:49], predict the reactants needed to synthesize it. The reactants are: N1(O[C:11]2[N:16]=[C:15]([NH:17][CH2:18][CH:19]3[CH2:24][CH2:23][N:22]([C:25]([O:27][C:28]([CH3:31])([CH3:30])[CH3:29])=[O:26])[CH2:21][CH2:20]3)[C:14]([C:32](=[O:34])[NH2:33])=[CH:13][N:12]=2)C2C=CC=CC=2N=N1.[NH2:35][C:36]1[CH:41]=[CH:40][C:39]([N:42]2[CH2:47][CH2:46][N:45]([C:48](=[O:50])[CH3:49])[CH2:44][CH2:43]2)=[CH:38][CH:37]=1. (6) Given the product [CH:1]1([N:7]2[C:8]3[C:9]4[N:19]=[CH:18][N:17]([CH2:20][O:21][CH2:22][CH2:23][Si:24]([CH3:26])([CH3:25])[CH3:27])[C:10]=4[N:11]=[CH:12][C:13]=3[C:14](=[O:16])[CH:15]=[CH:28]2)[CH2:6][CH2:5][CH2:4][CH2:3][CH2:2]1, predict the reactants needed to synthesize it. The reactants are: [CH:1]1([NH:7][C:8]2[C:13]([C:14](=[O:16])[CH3:15])=[CH:12][N:11]=[C:10]3[N:17]([CH2:20][O:21][CH2:22][CH2:23][Si:24]([CH3:27])([CH3:26])[CH3:25])[CH:18]=[N:19][C:9]=23)[CH2:6][CH2:5][CH2:4][CH2:3][CH2:2]1.[CH3:28]OC(OC)N(C)C.